From a dataset of Full USPTO retrosynthesis dataset with 1.9M reactions from patents (1976-2016). Predict the reactants needed to synthesize the given product. (1) The reactants are: C[O:2][C:3]([C:5]1([C:8]2[CH:13]=[CH:12][C:11]([C:14]3[CH:19]=[CH:18][C:17]([N:20]4[C:24]([NH:25][C:26]([O:28][C@@H:29]([C:31]5[CH:36]=[CH:35][CH:34]=[CH:33][C:32]=5[F:37])[CH3:30])=[O:27])=[C:23]([CH3:38])[N:22]=[N:21]4)=[CH:16][CH:15]=3)=[CH:10][CH:9]=2)[CH2:7][CH2:6]1)=[O:4].C1COCC1.[Li+].[OH-].Cl. Given the product [F:37][C:32]1[CH:33]=[CH:34][CH:35]=[CH:36][C:31]=1[C@H:29]([O:28][C:26]([NH:25][C:24]1[N:20]([C:17]2[CH:18]=[CH:19][C:14]([C:11]3[CH:10]=[CH:9][C:8]([C:5]4([C:3]([OH:4])=[O:2])[CH2:6][CH2:7]4)=[CH:13][CH:12]=3)=[CH:15][CH:16]=2)[N:21]=[N:22][C:23]=1[CH3:38])=[O:27])[CH3:30], predict the reactants needed to synthesize it. (2) Given the product [Cl:18][C:4]1[C:5]2[C:10]3[CH2:11][CH2:12][CH2:13][CH2:14][C:9]=3[S:8][C:6]=2[N:7]=[C:2]([CH3:1])[N:3]=1, predict the reactants needed to synthesize it. The reactants are: [CH3:1][C:2]1[NH:3][C:4](=O)[C:5]2[C:10]3[CH2:11][CH2:12][CH2:13][CH2:14][C:9]=3[S:8][C:6]=2[N:7]=1.O=P(Cl)(Cl)[Cl:18].C(Cl)(Cl)Cl.CCCCCC. (3) Given the product [F:9][C:8]([F:11])([F:10])[C:6]1[CH:5]=[CH:4][N:3]=[C:2]([N:12]2[CH2:13][CH2:14][CH:15]([NH:18][C:19](=[O:25])[O:20][C:21]([CH3:23])([CH3:22])[CH3:24])[CH2:16][CH2:17]2)[CH:7]=1, predict the reactants needed to synthesize it. The reactants are: Br[C:2]1[CH:7]=[C:6]([C:8]([F:11])([F:10])[F:9])[CH:5]=[CH:4][N:3]=1.[NH:12]1[CH2:17][CH2:16][CH:15]([NH:18][C:19](=[O:25])[O:20][C:21]([CH3:24])([CH3:23])[CH3:22])[CH2:14][CH2:13]1. (4) Given the product [C:36]([C:32]1[CH:31]=[C:30]([CH:35]=[CH:34][CH:33]=1)[O:29][C:26]1[CH:27]=[CH:28][C:23]([O:22][C:15]2[N:14]=[C:13]([CH:10]3[CH2:11][CH2:12][NH:8][CH2:9]3)[CH:18]=[CH:17][C:16]=2[C:19]([NH2:20])=[O:21])=[CH:24][CH:25]=1)#[N:37], predict the reactants needed to synthesize it. The reactants are: C(OC([N:8]1[CH2:12][CH2:11][CH:10]([C:13]2[CH:18]=[CH:17][C:16]([C:19](=[O:21])[NH2:20])=[C:15]([O:22][C:23]3[CH:28]=[CH:27][C:26]([O:29][C:30]4[CH:35]=[CH:34][CH:33]=[C:32]([C:36]#[N:37])[CH:31]=4)=[CH:25][CH:24]=3)[N:14]=2)[CH2:9]1)=O)(C)(C)C.Cl. (5) Given the product [Br:1][C:2]1[C:10]2[CH2:9][O:8][C:7](=[O:11])[C:6]=2[CH:5]=[CH:4][C:3]=1[CH2:12][CH2:13][CH:14]1[CH2:15][CH2:16][N:17]([C:20]([O:22][C:23]([CH3:26])([CH3:25])[CH3:24])=[O:21])[CH2:18][CH2:19]1.[Br:1][C:2]1[C:10]2[CH2:9][O:8][C:7](=[O:11])[C:6]=2[CH:5]=[CH:4][C:3]=1/[CH:12]=[CH:13]\[CH:14]1[CH2:15][CH2:16][N:17]([C:20]([O:22][C:23]([CH3:26])([CH3:25])[CH3:24])=[O:21])[CH2:18][CH2:19]1, predict the reactants needed to synthesize it. The reactants are: [Br:1][C:2]1[C:10]2[CH2:9][O:8][C:7](=[O:11])[C:6]=2[CH:5]=[CH:4][C:3]=1/[CH:12]=[CH:13]/[CH:14]1[CH2:19][CH2:18][N:17]([C:20]([O:22][C:23]([CH3:26])([CH3:25])[CH3:24])=[O:21])[CH2:16][CH2:15]1.